This data is from NCI-60 drug combinations with 297,098 pairs across 59 cell lines. The task is: Regression. Given two drug SMILES strings and cell line genomic features, predict the synergy score measuring deviation from expected non-interaction effect. (1) Drug 1: CC(CN1CC(=O)NC(=O)C1)N2CC(=O)NC(=O)C2. Drug 2: CCC1(CC2CC(C3=C(CCN(C2)C1)C4=CC=CC=C4N3)(C5=C(C=C6C(=C5)C78CCN9C7C(C=CC9)(C(C(C8N6C)(C(=O)OC)O)OC(=O)C)CC)OC)C(=O)OC)O.OS(=O)(=O)O. Cell line: UO-31. Synergy scores: CSS=11.4, Synergy_ZIP=-5.68, Synergy_Bliss=-3.59, Synergy_Loewe=-0.940, Synergy_HSA=-0.811. (2) Drug 1: C1CN1C2=NC(=NC(=N2)N3CC3)N4CC4. Drug 2: C1=CC(=CC=C1CCC2=CNC3=C2C(=O)NC(=N3)N)C(=O)NC(CCC(=O)O)C(=O)O. Cell line: M14. Synergy scores: CSS=47.8, Synergy_ZIP=-5.10, Synergy_Bliss=-4.13, Synergy_Loewe=-3.49, Synergy_HSA=0.101.